Task: Predict which catalyst facilitates the given reaction.. Dataset: Catalyst prediction with 721,799 reactions and 888 catalyst types from USPTO Reactant: [OH:1][CH:2]1[CH:7]([NH:8][C:9](=[O:15])[O:10][C:11]([CH3:14])([CH3:13])[CH3:12])[CH:6]=[C:5]([C:16]2[CH:21]=[CH:20][N:19]=[CH:18][C:17]=2[N+:22]([O-:24])=[O:23])[CH2:4][CH:3]1[CH3:25].[CH3:26][C:27](OC(C)=O)=[O:28]. Product: [C:27]([O:1][CH:2]1[CH:3]([CH3:25])[CH2:4][C:5]([C:16]2[CH:21]=[CH:20][N:19]=[CH:18][C:17]=2[N+:22]([O-:24])=[O:23])=[CH:6][CH:7]1[NH:8][C:9]([O:10][C:11]([CH3:12])([CH3:13])[CH3:14])=[O:15])(=[O:28])[CH3:26]. The catalyst class is: 17.